The task is: Predict the reaction yield, written as a fraction of the theoretical maximum amount of product (1.0 means a 100% yield; for example, 0.34 means a 34% yield).. This data is from Reaction yield outcomes from USPTO patents with 853,638 reactions. (1) The reactants are [F:1][C:2]1[CH:7]=[CH:6][C:5]([C:8]2[C:9]([C:21]3[CH:26]=[CH:25][CH:24]=[CH:23][CH:22]=3)=[C:10]([C:18]([OH:20])=O)[N:11]([CH:15]([CH3:17])[CH3:16])[C:12]=2[CH:13]=[O:14])=[CH:4][CH:3]=1.[OH-].[NH4+:28]. The catalyst is S(Cl)(Cl)=O. The product is [F:1][C:2]1[CH:7]=[CH:6][C:5]([C:8]2[C:9]([C:21]3[CH:26]=[CH:25][CH:24]=[CH:23][CH:22]=3)=[C:10]([C:18]([NH2:28])=[O:20])[N:11]([CH:15]([CH3:17])[CH3:16])[C:12]=2[CH:13]=[O:14])=[CH:4][CH:3]=1. The yield is 0.700. (2) The reactants are [N:1]12[CH2:8][CH2:7][C:4]([C:9]([C:17]3[CH:22]=[CH:21][CH:20]=[CH:19][CH:18]=3)([C:11]3[CH:16]=[CH:15][CH:14]=[CH:13][CH:12]=3)[OH:10])([CH2:5][CH2:6]1)[CH2:3][CH2:2]2.[Br:23][CH2:24][CH3:25]. The catalyst is CC#N. The product is [Br-:23].[CH2:24]([N+:1]12[CH2:6][CH2:5][C:4]([C:9]([OH:10])([C:17]3[CH:22]=[CH:21][CH:20]=[CH:19][CH:18]=3)[C:11]3[CH:12]=[CH:13][CH:14]=[CH:15][CH:16]=3)([CH2:3][CH2:2]1)[CH2:7][CH2:8]2)[CH3:25]. The yield is 0.549.